This data is from Peptide-MHC class II binding affinity with 134,281 pairs from IEDB. The task is: Regression. Given a peptide amino acid sequence and an MHC pseudo amino acid sequence, predict their binding affinity value. This is MHC class II binding data. (1) The peptide sequence is SVGKGIHTVFGSAFQ. The MHC is DRB1_0101 with pseudo-sequence DRB1_0101. The binding affinity (normalized) is 0.220. (2) The peptide sequence is EKQLAEVVARTIQPLMK. The MHC is DRB1_0101 with pseudo-sequence DRB1_0101. The binding affinity (normalized) is 0.